Dataset: Forward reaction prediction with 1.9M reactions from USPTO patents (1976-2016). Task: Predict the product of the given reaction. (1) The product is: [O:17]=[C:8]1[CH:9]=[CH:10][C:11]2[C:16](=[CH:15][CH:14]=[N:13][CH:12]=2)[N:7]1[CH2:6][CH:2]=[O:1]. Given the reactants [O:1]1CCO[CH:2]1[CH2:6][N:7]1[C:16]2[C:11](=[CH:12][N:13]=[CH:14][CH:15]=2)[CH:10]=[CH:9][C:8]1=[O:17].FC(F)(F)C(O)=O, predict the reaction product. (2) Given the reactants [OH:1][CH:2]1[CH2:7][N:6]([C:8]([O:10][CH2:11][C:12]2[CH:17]=[CH:16][CH:15]=[CH:14][CH:13]=2)=[O:9])[CH:5]([CH3:18])[CH2:4][CH:3]1[NH:19][C:20](=[O:27])[C:21]1[CH:26]=[CH:25][CH:24]=[CH:23][N:22]=1.CC(OI1(OC(C)=O)(OC(C)=O)OC(=O)C2C=CC=CC1=2)=O.C(=O)([O-])[O-].[Na+].[Na+], predict the reaction product. The product is: [CH3:18][CH:5]1[CH2:4][CH:3]([NH:19][C:20](=[O:27])[C:21]2[CH:26]=[CH:25][CH:24]=[CH:23][N:22]=2)[C:2](=[O:1])[CH2:7][N:6]1[C:8]([O:10][CH2:11][C:12]1[CH:17]=[CH:16][CH:15]=[CH:14][CH:13]=1)=[O:9]. (3) Given the reactants Br[C:2]1[N:3]=[C:4]([O:23][CH3:24])[C:5]([N:8](C(OC(C)(C)C)=O)C(OC(C)(C)C)=O)=[N:6][CH:7]=1.[F:25][CH:26]([F:48])[CH2:27][N:28]1[CH:32]=[C:31]([C:33]2[CH:38]=[CH:37][N:36]=[C:35]([NH:39][CH2:40][C@@H:41]([OH:43])[CH3:42])[N:34]=2)[C:30]([Sn](C)(C)C)=[N:29]1, predict the reaction product. The product is: [NH2:8][C:5]1[N:6]=[CH:7][C:2]([C:30]2[C:31]([C:33]3[CH:38]=[CH:37][N:36]=[C:35]([NH:39][CH2:40][C@@H:41]([OH:43])[CH3:42])[N:34]=3)=[CH:32][N:28]([CH2:27][CH:26]([F:48])[F:25])[N:29]=2)=[N:3][C:4]=1[O:23][CH3:24]. (4) Given the reactants [Cl:1][C:2]1[CH:7]=[CH:6][C:5]([C:8]2[N:9]([CH2:14][C@H:15]([OH:20])[C:16]([F:19])([F:18])[F:17])[C:10](=[O:13])[NH:11][N:12]=2)=[CH:4][CH:3]=1.[Br:21][C:22]1[CH:27]=[C:26]([F:28])[CH:25]=[C:24]([CH2:29]Br)[CH:23]=1, predict the reaction product. The product is: [Br:21][C:22]1[CH:23]=[C:24]([CH:25]=[C:26]([F:28])[CH:27]=1)[CH2:29][N:11]1[C:10](=[O:13])[N:9]([CH2:14][C@H:15]([OH:20])[C:16]([F:18])([F:19])[F:17])[C:8]([C:5]2[CH:6]=[CH:7][C:2]([Cl:1])=[CH:3][CH:4]=2)=[N:12]1. (5) Given the reactants [CH2:1]([O:8][CH2:9][CH2:10][CH2:11][C@@H:12]1[CH2:16][CH2:15][N:14]([C:17]2[CH:18]=[N:19][CH:20]=[C:21]([O:23][CH2:24][C@@H:25]3[CH2:29][CH2:28][CH2:27][NH:26]3)[CH:22]=2)[CH2:13]1)[C:2]1[CH:7]=[CH:6][CH:5]=[CH:4][CH:3]=1.[ClH:30], predict the reaction product. The product is: [ClH:30].[CH2:1]([O:8][CH2:9][CH2:10][CH2:11][C@@H:12]1[CH2:16][CH2:15][N:14]([C:17]2[CH:18]=[N:19][CH:20]=[C:21]([O:23][CH2:24][C@@H:25]3[CH2:29][CH2:28][CH2:27][NH:26]3)[CH:22]=2)[CH2:13]1)[C:2]1[CH:3]=[CH:4][CH:5]=[CH:6][CH:7]=1. (6) Given the reactants [O:14]([C:8]1[CH:13]=[CH:12][C:11]([OH:14])=[CH:10][CH:9]=1)[C:11]1[CH:12]=[CH:13][CH:8]=[CH:9][CH:10]=1, predict the reaction product. The product is: [C:11]1([C:8]2[CH:9]=[CH:10][C:11]([OH:14])=[CH:12][CH:13]=2)[CH:12]=[CH:13][CH:8]=[CH:9][CH:10]=1. (7) Given the reactants F[C:2]1[CH:7]=[C:6]([F:8])[CH:5]=[CH:4][C:3]=1[C:9]1[N:14]=[CH:13][N:12]=[C:11]([NH:15][C:16]2[CH:21]=[CH:20][CH:19]=[C:18]([CH2:22][S:23]([CH3:26])(=[O:25])=[O:24])[CH:17]=2)[N:10]=1.[CH2:27]([OH:30])[CH2:28][CH3:29], predict the reaction product. The product is: [F:8][C:6]1[CH:5]=[CH:4][C:3]([C:9]2[N:14]=[CH:13][N:12]=[C:11]([NH:15][C:16]3[CH:21]=[CH:20][CH:19]=[C:18]([CH2:22][S:23]([CH3:26])(=[O:25])=[O:24])[CH:17]=3)[N:10]=2)=[C:2]([O:30][CH2:27][CH2:28][CH3:29])[CH:7]=1.